From a dataset of CYP3A4 inhibition data for predicting drug metabolism from PubChem BioAssay. Regression/Classification. Given a drug SMILES string, predict its absorption, distribution, metabolism, or excretion properties. Task type varies by dataset: regression for continuous measurements (e.g., permeability, clearance, half-life) or binary classification for categorical outcomes (e.g., BBB penetration, CYP inhibition). Dataset: cyp3a4_veith. (1) The compound is CCN(C(=O)c1cnc(N2CCN(c3ncccn3)CC2)c2ccccc12)c1cccc(Cl)c1. The result is 1 (inhibitor). (2) The compound is Cl.N#Cc1cccc(C(c2nnnn2C2CCCC2)N2CCCCCC2)c1. The result is 1 (inhibitor). (3) The molecule is COCC(=O)N1CCC2(CC1)CCN(C(=O)Nc1ccc(OC)cc1)CC2. The result is 0 (non-inhibitor).